This data is from Forward reaction prediction with 1.9M reactions from USPTO patents (1976-2016). The task is: Predict the product of the given reaction. The product is: [CH2:34]([N:30]1[C@H:31]([CH3:33])[CH2:32][N:27]([C@@H:19]([C:20]2[CH:25]=[CH:24][CH:23]=[C:22]([OH:26])[CH:21]=2)[C:15]2[CH:14]=[C:13]([CH:18]=[CH:17][CH:16]=2)[C:12]([N:9]2[CH2:8][CH2:7][C:6](=[CH:5][C:4]([OH:39])=[O:3])[CH2:11][CH2:10]2)=[O:38])[C@@H:28]([CH3:37])[CH2:29]1)[CH:35]=[CH2:36]. Given the reactants C([O:3][C:4](=[O:39])[CH:5]=[C:6]1[CH2:11][CH2:10][N:9]([C:12](=[O:38])[C:13]2[CH:18]=[CH:17][CH:16]=[C:15]([C@@H:19]([N:27]3[CH2:32][C@@H:31]([CH3:33])[N:30]([CH2:34][CH:35]=[CH2:36])[CH2:29][C@@H:28]3[CH3:37])[C:20]3[CH:25]=[CH:24][CH:23]=[C:22]([OH:26])[CH:21]=3)[CH:14]=2)[CH2:8][CH2:7]1)C.C(O)C.[OH-].[Na+].S(=O)(=O)(O)O, predict the reaction product.